This data is from Catalyst prediction with 721,799 reactions and 888 catalyst types from USPTO. The task is: Predict which catalyst facilitates the given reaction. (1) Reactant: [NH2:1][CH2:2][CH:3]([OH:30])[CH2:4][N:5]1[C:9]([CH3:10])=[CH:8][C:7]([C:11]2[CH:12]=[CH:13][C:14]([Cl:29])=[C:15]([CH:28]=2)[C:16]([NH:18][CH2:19][C:20]2([OH:27])[CH2:26][CH2:25][CH2:24][CH2:23][CH2:22][CH2:21]2)=[O:17])=[N:6]1.Cl. Product: [ClH:29].[NH2:1][CH2:2][CH:3]([OH:30])[CH2:4][N:5]1[C:9]([CH3:10])=[CH:8][C:7]([C:11]2[CH:12]=[CH:13][C:14]([Cl:29])=[C:15]([CH:28]=2)[C:16]([NH:18][CH2:19][C:20]2([OH:27])[CH2:26][CH2:25][CH2:24][CH2:23][CH2:22][CH2:21]2)=[O:17])=[N:6]1. The catalyst class is: 363. (2) Reactant: [CH2:1]([O:8][C:9]([N:11]1[CH2:15][CH:14]([C:16]2[C:24]3[C:19](=[CH:20][C:21]([F:25])=[CH:22][CH:23]=3)[NH:18][CH:17]=2)[CH:13]2[N:26]([C:29](=[O:55])[CH:30]([NH:38][C:39](=[O:54])[CH:40]([N:42]([C:44]([O:46][CH2:47][C:48]3[CH:53]=[CH:52][CH:51]=[CH:50][CH:49]=3)=[O:45])[CH3:43])[CH3:41])[CH:31]([O:33]C(C)(C)C)[CH3:32])[CH2:27][CH2:28][CH:12]12)=[O:10])[C:2]1[CH:7]=[CH:6][CH:5]=[CH:4][CH:3]=1.C(O)(C(F)(F)F)=O. Product: [CH2:1]([O:8][C:9]([N:11]1[CH2:15][CH:14]([C:16]2[C:24]3[C:19](=[CH:20][C:21]([F:25])=[CH:22][CH:23]=3)[NH:18][CH:17]=2)[CH:13]2[N:26]([C:29](=[O:55])[CH:30]([NH:38][C:39](=[O:54])[CH:40]([N:42]([C:44]([O:46][CH2:47][C:48]3[CH:53]=[CH:52][CH:51]=[CH:50][CH:49]=3)=[O:45])[CH3:43])[CH3:41])[CH:31]([OH:33])[CH3:32])[CH2:27][CH2:28][CH:12]12)=[O:10])[C:2]1[CH:7]=[CH:6][CH:5]=[CH:4][CH:3]=1. The catalyst class is: 2. (3) The catalyst class is: 1. Product: [Br:8][C:6]1[C:5]([OH:9])=[N:4][C:3]([CH2:10][CH3:11])=[CH:2][CH:7]=1. Reactant: Br[C:2]1[C:3]([CH2:10][CH3:11])=[N:4][C:5]([OH:9])=[C:6]([Br:8])[CH:7]=1.[Li]CCCC. (4) Reactant: [Cl:1][C:2]1[CH:3]=[C:4]([C:12]2[O:16][N:15]=[C:14]([C:17]3[CH:18]=[CH:19][CH:20]=[C:21]4[C:25]=3[NH:24][CH:23]=[C:22]4[CH2:26][CH2:27][C:28](O)=[O:29])[N:13]=2)[CH:5]=[CH:6][C:7]=1[O:8][CH:9]([CH3:11])[CH3:10].[NH2:31][CH2:32][C:33]([O:35][CH2:36][CH3:37])=[O:34].CN(C(ON1N=NC2C=CC=NC1=2)=[N+](C)C)C.F[P-](F)(F)(F)(F)F.CCN(C(C)C)C(C)C. Product: [Cl:1][C:2]1[CH:3]=[C:4]([C:12]2[O:16][N:15]=[C:14]([C:17]3[CH:18]=[CH:19][CH:20]=[C:21]4[C:25]=3[NH:24][CH:23]=[C:22]4[CH2:26][CH2:27][C:28]([NH:31][CH2:32][C:33]([O:35][CH2:36][CH3:37])=[O:34])=[O:29])[N:13]=2)[CH:5]=[CH:6][C:7]=1[O:8][CH:9]([CH3:10])[CH3:11]. The catalyst class is: 2. (5) Reactant: [Br:1][C:2]1[C:7]2[O:8][CH:9]([CH2:19]O)[CH2:10][N:11]([C:12]([O:14][C:15]([CH3:18])([CH3:17])[CH3:16])=[O:13])[C:6]=2[CH:5]=[CH:4][CH:3]=1.[N-:21]=[N+:22]=[N-:23].[Na+]. Product: [N:21]([CH2:19][CH:9]1[O:8][C:7]2[C:2]([Br:1])=[CH:3][CH:4]=[CH:5][C:6]=2[N:11]([C:12]([O:14][C:15]([CH3:18])([CH3:17])[CH3:16])=[O:13])[CH2:10]1)=[N+:22]=[N-:23]. The catalyst class is: 18. (6) Reactant: [CH:1]1[C:6]([CH:7]=O)=[CH:5][C:4]2[O:9][CH2:10][O:11][C:3]=2[CH:2]=1.C1(P(C2C=CC=CC=2)C2C=CC=CC=2)C=CC=CC=1.[C:31](Br)(Br)([Br:33])[Br:32]. Product: [Br:32][C:31]([Br:33])=[CH:7][C:6]1[CH:1]=[CH:2][C:3]2[O:11][CH2:10][O:9][C:4]=2[CH:5]=1. The catalyst class is: 2. (7) Reactant: C(O)=O.C(O)=O.[CH:7]1([C:13]2[CH:18]=[C:17]([N:19]3[CH2:24][CH2:23][N:22]([CH:25]4[CH2:27][CH2:26]4)[CH2:21][CH2:20]3)[N:16]=[C:15]([NH:28]CC3C=CC(OC)=CC=3)[N:14]=2)[CH2:12][CH2:11][CH2:10][CH2:9][CH2:8]1.FC(F)(F)C(O)=O.C1(C2C=C(N3CCC(NC)C3)N=C(N)N=2)CCCC1. Product: [CH:7]1([C:13]2[CH:18]=[C:17]([N:19]3[CH2:20][CH2:21][N:22]([CH:25]4[CH2:26][CH2:27]4)[CH2:23][CH2:24]3)[N:16]=[C:15]([NH2:28])[N:14]=2)[CH2:8][CH2:9][CH2:10][CH2:11][CH2:12]1. The catalyst class is: 2. (8) Reactant: [Cl:1][C:2]1[CH:7]=[C:6]([Cl:8])[CH:5]=[CH:4][C:3]=1[CH:9](O)[C:10]1[N:14]([CH2:15][CH2:16][C:17]([O:19]C)=O)[C:13]2[C:21]([N:25]([CH2:28][CH3:29])[CH2:26][CH3:27])=[CH:22][CH:23]=[CH:24][C:12]=2[N:11]=1.C1(P([N:45]=[N+]=[N-])(C2C=CC=CC=2)=O)C=CC=CC=1.N12CCCN=C1CCCCC2.Cl.C(N=C=NCCCN(C)C)C. Product: [Cl:1][C:2]1[CH:7]=[C:6]([Cl:8])[CH:5]=[CH:4][C:3]=1[CH:9]1[C:10]2=[N:11][C:12]3[CH:24]=[CH:23][CH:22]=[C:21]([N:25]([CH2:28][CH3:29])[CH2:26][CH3:27])[C:13]=3[N:14]2[CH2:15][CH2:16][C:17](=[O:19])[NH:45]1. The catalyst class is: 133. (9) Reactant: C(OC[N:9]1[C:13]2[N:14]=[N:15][CH:16]=[C:17]([C:18]3[CH:19]=[N:20][N:21]([CH:23]([CH:27]4[CH2:31][CH2:30][CH2:29][CH2:28]4)[CH2:24][C:25]#[N:26])[CH:22]=3)[C:12]=2[CH:11]=[CH:10]1)(=O)C(C)(C)C.[OH-].[Na+]. Product: [N:14]1[C:13]2[NH:9][CH:10]=[CH:11][C:12]=2[C:17]([C:18]2[CH:19]=[N:20][N:21]([CH:23]([CH:27]3[CH2:31][CH2:30][CH2:29][CH2:28]3)[CH2:24][C:25]#[N:26])[CH:22]=2)=[CH:16][N:15]=1. The catalyst class is: 5. (10) Reactant: Br[C:2]1[CH:3]=[C:4]([CH3:21])[C:5]([C:8]2[CH:13]=[CH:12][C:11]([O:14][C:15]([F:18])([F:17])[F:16])=[CH:10][C:9]=2[O:19][CH3:20])=[N:6][CH:7]=1.[CH3:22][O:23][CH2:24][C@@H:25]([NH2:27])[CH3:26].C1C=CC(P(C2C(C3C(P(C4C=CC=CC=4)C4C=CC=CC=4)=CC=C4C=3C=CC=C4)=C3C(C=CC=C3)=CC=2)C2C=CC=CC=2)=CC=1.CC([O-])(C)C.[Na+]. Product: [CH3:22][O:23][CH2:24][C@@H:25]([NH:27][C:2]1[CH:7]=[N:6][C:5]([C:8]2[CH:13]=[CH:12][C:11]([O:14][C:15]([F:18])([F:17])[F:16])=[CH:10][C:9]=2[O:19][CH3:20])=[C:4]([CH3:21])[CH:3]=1)[CH3:26]. The catalyst class is: 491.